Dataset: Forward reaction prediction with 1.9M reactions from USPTO patents (1976-2016). Task: Predict the product of the given reaction. (1) Given the reactants [H][H].[CH2:3]([NH2:5])[CH3:4].Cl[C:7]1[N:15]=[C:14]([O:16][CH2:17][C:18]2[CH:23]=[CH:22][C:21]([N+:24]([O-:26])=[O:25])=[CH:20][CH:19]=2)[N:13]=[C:12]2[C:8]=1[N:9]=[CH:10][N:11]2[C@@H:27]1[O:39][C@H:38]([CH2:40][O:41]C(=O)C)[C@@H:33]([O:34]C(=O)C)[C@H:28]1[O:29]C(=O)C, predict the reaction product. The product is: [N+:24]([C:21]1[CH:22]=[CH:23][C:18]([CH2:17][O:16][C:14]2[N:15]=[C:7]([NH:5][CH2:3][CH3:4])[C:8]3[N:9]=[CH:10][N:11]([C:12]=3[N:13]=2)[C@@H:27]2[O:39][C@H:38]([CH2:40][OH:41])[C@@H:33]([OH:34])[C@H:28]2[OH:29])=[CH:19][CH:20]=1)([O-:26])=[O:25]. (2) Given the reactants [C:1]([S:5][CH2:6][CH2:7][CH2:8][NH2:9])([CH3:4])([CH3:3])[CH3:2].C([CH:12]([C:16](Cl)=[O:17])[C:13](Cl)=[O:14])C.O.[CH3:20][CH2:21][O:22]C(C)=O, predict the reaction product. The product is: [CH2:21]([O:22][C:16](=[O:17])[CH2:12][C:13]([NH:9][CH2:8][CH2:7][CH2:6][S:5][C:1]([CH3:4])([CH3:3])[CH3:2])=[O:14])[CH3:20]. (3) Given the reactants [OH:1][C:2]1[CH:7]=[C:6]([O:8][CH3:9])[CH:5]=[CH:4][C:3]=1[C:10]([C:12]1[C:20]2[C:15](=[CH:16][C:17]([O:21][C:22]([F:25])([F:24])[F:23])=[CH:18][CH:19]=2)[N:14]([S:26]([C:29]2[CH:34]=[CH:33][C:32]([CH3:35])=[CH:31][CH:30]=2)(=[O:28])=[O:27])[C:13]=1[CH3:36])=O.Cl.[NH2:38][OH:39].NO, predict the reaction product. The product is: [OH:1][C:2]1[CH:7]=[C:6]([O:8][CH3:9])[CH:5]=[CH:4][C:3]=1[C:10]([C:12]1[C:20]2[C:15](=[CH:16][C:17]([O:21][C:22]([F:25])([F:24])[F:23])=[CH:18][CH:19]=2)[N:14]([S:26]([C:29]2[CH:34]=[CH:33][C:32]([CH3:35])=[CH:31][CH:30]=2)(=[O:28])=[O:27])[C:13]=1[CH3:36])=[N:38][OH:39]. (4) Given the reactants [F:1][C:2]1[CH:27]=[CH:26][CH:25]=[CH:24][C:3]=1[CH2:4][N:5]1[C:9]2=[N:10][CH:11]=[CH:12][CH:13]=[C:8]2[C:7]([C:14]2[N:15]=[C:16]([NH2:23])[C:17]3[N:22]=[N:21][NH:20][C:18]=3[N:19]=2)=[N:6]1.[CH3:28]CN(P1(N(C)CCCN1C)=NC(C)(C)C)CC.IC, predict the reaction product. The product is: [F:1][C:2]1[CH:27]=[CH:26][CH:25]=[CH:24][C:3]=1[CH2:4][N:5]1[C:9]2=[N:10][CH:11]=[CH:12][CH:13]=[C:8]2[C:7]([C:14]2[N:15]=[C:16]([NH2:23])[C:17]3[C:18](=[N:20][N:21]([CH3:28])[N:22]=3)[N:19]=2)=[N:6]1.